This data is from Peptide-MHC class I binding affinity with 185,985 pairs from IEDB/IMGT. The task is: Regression. Given a peptide amino acid sequence and an MHC pseudo amino acid sequence, predict their binding affinity value. This is MHC class I binding data. (1) The peptide sequence is SSFDYCGV. The MHC is H-2-Kb with pseudo-sequence H-2-Kb. The binding affinity (normalized) is 0.755. (2) The MHC is HLA-B57:01 with pseudo-sequence HLA-B57:01. The binding affinity (normalized) is 0. The peptide sequence is SPAIFQSSM. (3) The peptide sequence is KHNSAESAK. The MHC is HLA-B35:01 with pseudo-sequence HLA-B35:01. The binding affinity (normalized) is 0.0847. (4) The peptide sequence is YLSKEDRII. The MHC is HLA-A02:02 with pseudo-sequence HLA-A02:02. The binding affinity (normalized) is 0.471.